From a dataset of Reaction yield outcomes from USPTO patents with 853,638 reactions. Predict the reaction yield, written as a fraction of the theoretical maximum amount of product (1.0 means a 100% yield; for example, 0.34 means a 34% yield). (1) The reactants are [C:1](=[O:15])([O:5][CH2:6][CH2:7][CH2:8][CH2:9][O:10][C:11](=[O:14])[CH:12]=[CH2:13])[O:2][CH2:3]Cl.[C:16]([O-:20])(=[O:19])[CH:17]=[CH2:18].[K+]. The catalyst is CN(C)C=O.C1OCCOCCOCCOCCOCCOC1. The product is [C:1](=[O:15])([O:5][CH2:6][CH2:7][CH2:8][CH2:9][O:10][C:11](=[O:14])[CH:12]=[CH2:13])[O:2][CH2:3][O:20][C:16](=[O:19])[CH:17]=[CH2:18]. The yield is 0.910. (2) The reactants are [C:1]1([C:7]2[N:8]=[C:9]([C:12]3([CH2:18][NH2:19])[CH2:17][CH2:16][O:15][CH2:14][CH2:13]3)[S:10][CH:11]=2)[CH:6]=[CH:5][CH:4]=[CH:3][CH:2]=1.[C:20]([CH:22]1[CH2:24][CH:23]1[C:25](O)=[O:26])#[N:21]. No catalyst specified. The product is [C:20]([CH:22]1[CH2:24][CH:23]1[C:25]([NH:19][CH2:18][C:12]1([C:9]2[S:10][CH:11]=[C:7]([C:1]3[CH:2]=[CH:3][CH:4]=[CH:5][CH:6]=3)[N:8]=2)[CH2:13][CH2:14][O:15][CH2:16][CH2:17]1)=[O:26])#[N:21]. The yield is 0.290. (3) The reactants are [NH2:1][C:2]1[C:3]([F:28])=[CH:4][C:5]([F:27])=[C:6]([C:8]2[C:9](=[O:26])[N:10]([CH2:24][CH3:25])[C:11]3[C:16]([CH:17]=2)=[CH:15][N:14]=[C:13]([NH:18][C:19](=[O:23])[CH2:20][C:21]#[N:22])[CH:12]=3)[CH:7]=1.Cl[C:30]([O:32][C:33]1[CH:38]=[CH:37][CH:36]=[CH:35][CH:34]=1)=[O:31]. The catalyst is C1COCC1. The product is [C:21]([CH2:20][C:19]([NH:18][C:13]1[CH:12]=[C:11]2[C:16]([CH:17]=[C:8]([C:6]3[C:5]([F:27])=[CH:4][C:3]([F:28])=[C:2]([NH:1][C:30](=[O:31])[O:32][C:33]4[CH:38]=[CH:37][CH:36]=[CH:35][CH:34]=4)[CH:7]=3)[C:9](=[O:26])[N:10]2[CH2:24][CH3:25])=[CH:15][N:14]=1)=[O:23])#[N:22]. The yield is 0.610. (4) The reactants are [Cl:1][C:2]1[CH:7]=[CH:6][C:5]([C:8]2([OH:34])[CH2:13][CH2:12][N:11]([CH2:14][CH2:15][CH:16]=[C:17]3[C:23]4[CH:24]=[CH:25][CH:26]=[N:27][C:22]=4[CH2:21][O:20][C:19]4[CH:28]=[CH:29][C:30]([OH:32])=[CH:31][C:18]3=4)[CH2:10][CH:9]2[CH3:33])=[CH:4][CH:3]=1.[H-].[Na+].Br[CH2:38][C:39]([O:41][CH3:42])=[O:40]. The catalyst is CN(C)C=O. The product is [CH3:42][O:41][C:39](=[O:40])[CH2:38][O:32][C:30]1[CH:29]=[CH:28][C:19]2[O:20][CH2:21][C:22]3[N:27]=[CH:26][CH:25]=[CH:24][C:23]=3[C:17](=[CH:16][CH2:15][CH2:14][N:11]3[CH2:12][CH2:13][C:8]([C:5]4[CH:6]=[CH:7][C:2]([Cl:1])=[CH:3][CH:4]=4)([OH:34])[CH:9]([CH3:33])[CH2:10]3)[C:18]=2[CH:31]=1. The yield is 0.500. (5) The reactants are [C:1]([O:8][CH3:9])(=[O:7])/[CH:2]=[CH:3]/[C:4]([OH:6])=[O:5].O[CH2:11][NH:12][C:13](=[O:16])[CH2:14]Cl.CN1[C:22](=[O:23])CCC1. No catalyst specified. The product is [C:4]([O:6][CH2:14][C:13](=[O:16])[N:12]([O:23][CH3:22])[CH3:11])(=[O:5])/[CH:3]=[CH:2]/[C:1]([O:8][CH3:9])=[O:7]. The yield is 0.610. (6) The reactants are [C:1](Cl)(=[O:5])[CH:2]([CH3:4])[CH3:3].[CH3:7][NH:8][C:9]1[CH:10]=[N:11][N:12]([C:14]2[CH:15]=[N:16][CH:17]=[CH:18][CH:19]=2)[CH:13]=1. The catalyst is ClC(Cl)C. The product is [CH3:7][N:8]([C:9]1[CH:10]=[N:11][N:12]([C:14]2[CH:15]=[N:16][CH:17]=[CH:18][CH:19]=2)[CH:13]=1)[C:1](=[O:5])[CH:2]([CH3:4])[CH3:3]. The yield is 0.540. (7) The product is [F:48][C:49]1[CH:50]=[C:51]([C:55]2([CH2:61][CH2:62][N:63]3[C@H:68]4[CH2:69][CH2:70][C@@H:64]3[CH2:65][CH:66]([N:71]3[C:75]5[CH:76]=[CH:77][CH:78]=[CH:79][C:74]=5[N:73]=[C:72]3[CH3:80])[CH2:67]4)[CH2:56][CH2:57][N:58]([CH:2]([CH3:13])[C:3]([O:5][CH2:6][C:7]3[CH:12]=[CH:11][CH:10]=[CH:9][CH:8]=3)=[O:4])[CH2:59][CH2:60]2)[CH:52]=[CH:53][CH:54]=1. The yield is 0.370. The reactants are O[CH:2]([CH3:13])[C:3]([O:5][CH2:6][C:7]1[CH:12]=[CH:11][CH:10]=[CH:9][CH:8]=1)=[O:4].FC(F)(F)S(OS(C(F)(F)F)(=O)=O)(=O)=O.N1C(C)=CC=CC=1C.C(N(C(C)C)CC)(C)C.Cl.Cl.[F:48][C:49]1[CH:50]=[C:51]([C:55]2([CH2:61][CH2:62][N:63]3[C@H:68]4[CH2:69][CH2:70][C@@H:64]3[CH2:65][CH:66]([N:71]3[C:75]5[CH:76]=[CH:77][CH:78]=[CH:79][C:74]=5[N:73]=[C:72]3[CH3:80])[CH2:67]4)[CH2:60][CH2:59][NH:58][CH2:57][CH2:56]2)[CH:52]=[CH:53][CH:54]=1. The catalyst is C(Cl)Cl. (8) The reactants are [C:1]([C:3]1[CH:8]=[CH:7][CH:6]=[CH:5][N:4]=1)#[N:2].[Na].[Cl:10][C:11]1[CH:12]=[C:13]([CH:18]=[CH:19][CH:20]=1)[C:14]([NH:16][NH2:17])=O. The catalyst is CO. The product is [N:4]1[CH:5]=[CH:6][CH:7]=[CH:8][C:3]=1[C:1]1[N:2]=[C:14]([C:13]2[CH:18]=[CH:19][CH:20]=[C:11]([Cl:10])[CH:12]=2)[NH:16][N:17]=1. The yield is 0.110.